This data is from NCI-60 drug combinations with 297,098 pairs across 59 cell lines. The task is: Regression. Given two drug SMILES strings and cell line genomic features, predict the synergy score measuring deviation from expected non-interaction effect. (1) Drug 1: CC1OCC2C(O1)C(C(C(O2)OC3C4COC(=O)C4C(C5=CC6=C(C=C35)OCO6)C7=CC(=C(C(=C7)OC)O)OC)O)O. Drug 2: C#CCC(CC1=CN=C2C(=N1)C(=NC(=N2)N)N)C3=CC=C(C=C3)C(=O)NC(CCC(=O)O)C(=O)O. Cell line: EKVX. Synergy scores: CSS=12.8, Synergy_ZIP=-9.00, Synergy_Bliss=-4.03, Synergy_Loewe=-4.86, Synergy_HSA=-2.44. (2) Drug 1: C1=C(C(=O)NC(=O)N1)F. Drug 2: C(=O)(N)NO. Cell line: MDA-MB-435. Synergy scores: CSS=26.5, Synergy_ZIP=8.54, Synergy_Bliss=5.96, Synergy_Loewe=-11.8, Synergy_HSA=2.07. (3) Drug 1: C1=C(C(=O)NC(=O)N1)F. Drug 2: CCC1(CC2CC(C3=C(CCN(C2)C1)C4=CC=CC=C4N3)(C5=C(C=C6C(=C5)C78CCN9C7C(C=CC9)(C(C(C8N6C=O)(C(=O)OC)O)OC(=O)C)CC)OC)C(=O)OC)O.OS(=O)(=O)O. Cell line: ACHN. Synergy scores: CSS=45.1, Synergy_ZIP=1.80, Synergy_Bliss=0.837, Synergy_Loewe=0.305, Synergy_HSA=0.359. (4) Drug 1: CCC1=C2CN3C(=CC4=C(C3=O)COC(=O)C4(CC)O)C2=NC5=C1C=C(C=C5)O. Drug 2: C#CCC(CC1=CN=C2C(=N1)C(=NC(=N2)N)N)C3=CC=C(C=C3)C(=O)NC(CCC(=O)O)C(=O)O. Cell line: SNB-19. Synergy scores: CSS=57.5, Synergy_ZIP=-2.50, Synergy_Bliss=-2.44, Synergy_Loewe=-2.66, Synergy_HSA=-1.11. (5) Drug 1: CC1CC2CCC3C(=C)CC(O3)CCC45CC6C(O4)C7C(O6)C(O5)C8C(O7)CCC(O8)CC(=O)CC9C(CC(C1=C)O2)OC(C9OC)CC(CN)O.CS(=O)(=O)O. Drug 2: CC1C(C(CC(O1)OC2CC(CC3=C2C(=C4C(=C3O)C(=O)C5=C(C4=O)C(=CC=C5)OC)O)(C(=O)CO)O)N)O.Cl. Cell line: 786-0. Synergy scores: CSS=35.8, Synergy_ZIP=-2.42, Synergy_Bliss=-3.22, Synergy_Loewe=-1.42, Synergy_HSA=-1.21. (6) Drug 1: C1=NC(=NC(=O)N1C2C(C(C(O2)CO)O)O)N. Drug 2: N.N.Cl[Pt+2]Cl. Cell line: LOX IMVI. Synergy scores: CSS=76.1, Synergy_ZIP=2.00, Synergy_Bliss=2.02, Synergy_Loewe=2.37, Synergy_HSA=8.86. (7) Cell line: IGROV1. Synergy scores: CSS=10.8, Synergy_ZIP=-3.84, Synergy_Bliss=2.18, Synergy_Loewe=-3.08, Synergy_HSA=0.204. Drug 2: C1=NC2=C(N1)C(=S)N=CN2. Drug 1: CCN(CC)CCNC(=O)C1=C(NC(=C1C)C=C2C3=C(C=CC(=C3)F)NC2=O)C.